This data is from Retrosynthesis with 50K atom-mapped reactions and 10 reaction types from USPTO. The task is: Predict the reactants needed to synthesize the given product. (1) The reactants are: COC(=O)Cc1ccccc1. Given the product CC[S-], predict the reactants needed to synthesize it. (2) Given the product C=C(C)C(=O)OCCCCOC(=O)C1CCC(CCC)CC1, predict the reactants needed to synthesize it. The reactants are: C=C(C)C(=O)O.CCCC1CCC(C(=O)OCCCCBr)CC1. (3) Given the product CCOC(=O)CCc1cc(C(C)C)nn1Cc1ccc(C(F)(F)F)cc1Cl, predict the reactants needed to synthesize it. The reactants are: CCOC(=O)/C=C/c1cc(C(C)C)nn1Cc1ccc(C(F)(F)F)cc1Cl. (4) Given the product C[C@@H]1CCCN1CCc1ccc(O)c(Cl)c1, predict the reactants needed to synthesize it. The reactants are: COc1ccc(COc2ccc(CCN3CCC[C@H]3C)cc2Cl)cc1. (5) Given the product COC(=O)C(C)(C)Cc1ccc(OCc2oc(-c3ccc(C(F)(F)F)cc3)cc2CO)cc1, predict the reactants needed to synthesize it. The reactants are: COC(=O)C(C)(C)Cc1ccc(OCc2oc(-c3ccc(C(F)(F)F)cc3)cc2C(=O)O)cc1.